Dataset: Reaction yield outcomes from USPTO patents with 853,638 reactions. Task: Predict the reaction yield, written as a fraction of the theoretical maximum amount of product (1.0 means a 100% yield; for example, 0.34 means a 34% yield). (1) The reactants are [CH3:1][N:2]([CH3:28])[C:3]1[NH:4][C:5](=[O:27])[C:6]([CH2:12][C:13]2[CH:18]=[CH:17][C:16]([C:19]3[C:20]([C:25]#[N:26])=[CH:21][CH:22]=[CH:23][CH:24]=3)=[CH:15][CH:14]=2)=[C:7]([CH2:9][CH2:10][CH3:11])[N:8]=1.[CH3:29][C:30]1([CH3:42])[CH2:34][C:33]2[CH:35]=[C:36](B(O)O)[CH:37]=[CH:38][C:32]=2[O:31]1.C(N(CC)CC)C.N1C=CC=CC=1. The catalyst is ClCCl.C(OCC)(=O)C.C([O-])(=O)C.[Cu+2].C([O-])(=O)C. The product is [CH3:28][N:2]([CH3:1])[C:3]1[N:4]([C:36]2[CH:37]=[CH:38][C:32]3[O:31][C:30]([CH3:29])([CH3:42])[CH2:34][C:33]=3[CH:35]=2)[C:5](=[O:27])[C:6]([CH2:12][C:13]2[CH:18]=[CH:17][C:16]([C:19]3[C:20]([C:25]#[N:26])=[CH:21][CH:22]=[CH:23][CH:24]=3)=[CH:15][CH:14]=2)=[C:7]([CH2:9][CH2:10][CH3:11])[N:8]=1. The yield is 0.110. (2) The reactants are [CH3:1][O:2][C:3]1[CH:4]=[C:5]2[C:10](=[CH:11][C:12]=1[O:13][CH3:14])[N:9]=[CH:8][N:7]=[C:6]2[O:15][C:16]1[CH:22]=[CH:21][C:19]([NH2:20])=[CH:18][CH:17]=1.C1(C)C=CC=CC=1.C(N(CC)CC)C.Cl[C:38](Cl)([O:40][C:41](=[O:47])OC(Cl)(Cl)Cl)Cl.[CH3:49][C:50]1[CH:55]=[CH:54][C:53]([S:56][CH2:57][CH2:58]CO)=[CH:52][CH:51]=1. The catalyst is C(Cl)Cl. The product is [CH3:1][O:2][C:3]1[CH:4]=[C:5]2[C:10](=[CH:11][C:12]=1[O:13][CH3:14])[N:9]=[CH:8][N:7]=[C:6]2[O:15][C:16]1[CH:22]=[CH:21][C:19]([NH:20][C:41](=[O:47])[O:40][CH2:38][CH2:58][CH2:57][S:56][C:53]2[CH:54]=[CH:55][C:50]([CH3:49])=[CH:51][CH:52]=2)=[CH:18][CH:17]=1. The yield is 0.560. (3) The reactants are [CH3:1][CH:2]1[CH2:6][C:5]2[C:7]([CH3:19])=[C:8]([N:13]3[CH2:18][CH2:17][NH:16][CH2:15][CH2:14]3)[C:9]([CH3:12])=[C:10]([CH3:11])[C:4]=2[O:3]1.Br[C:21]1[CH:28]=[CH:27][C:24]([C:25]#[N:26])=[CH:23][CH:22]=1. No catalyst specified. The product is [CH3:1][CH:2]1[CH2:6][C:5]2[C:7]([CH3:19])=[C:8]([N:13]3[CH2:14][CH2:15][N:16]([C:21]4[CH:28]=[CH:27][C:24]([C:25]#[N:26])=[CH:23][CH:22]=4)[CH2:17][CH2:18]3)[C:9]([CH3:12])=[C:10]([CH3:11])[C:4]=2[O:3]1. The yield is 0.390. (4) The reactants are [C:1]([O:5][C:6]([N:8]1[CH2:12][CH2:11][CH2:10][C@@H:9]1[CH2:13][O:14][C:15]1[CH:20]=[CH:19][C:18]([OH:21])=[CH:17][CH:16]=1)=[O:7])([CH3:4])([CH3:3])[CH3:2].[CH3:22][O:23][C:24]1[CH:25]=[C:26]([CH:29]=[CH:30][CH:31]=1)[CH2:27]Br. No catalyst specified. The product is [C:1]([O:5][C:6]([N:8]1[CH2:12][CH2:11][CH2:10][C@@H:9]1[CH2:13][O:14][C:15]1[CH:20]=[CH:19][C:18]([O:21][CH2:27][C:26]2[CH:29]=[CH:30][CH:31]=[C:24]([O:23][CH3:22])[CH:25]=2)=[CH:17][CH:16]=1)=[O:7])([CH3:4])([CH3:2])[CH3:3]. The yield is 0.530.